This data is from Forward reaction prediction with 1.9M reactions from USPTO patents (1976-2016). The task is: Predict the product of the given reaction. (1) Given the reactants Cl.Cl.Cl.[O:4]1[C:8]2[CH:9]=[CH:10][CH:11]=[C:12]([N:13]3[CH2:18][CH2:17][N:16]([CH2:19][CH2:20][C@H:21]4[CH2:26][CH2:25][C@H:24]([NH2:27])[CH2:23][CH2:22]4)[CH2:15][CH2:14]3)[C:7]=2[O:6][CH2:5]1.[CH3:28][O:29][C@H:30]([CH3:34])[C:31](O)=[O:32], predict the reaction product. The product is: [O:4]1[C:8]2[CH:9]=[CH:10][CH:11]=[C:12]([N:13]3[CH2:18][CH2:17][N:16]([CH2:19][CH2:20][C@H:21]4[CH2:26][CH2:25][C@H:24]([NH:27][C:31](=[O:32])[C@H:30]([O:29][CH3:28])[CH3:34])[CH2:23][CH2:22]4)[CH2:15][CH2:14]3)[C:7]=2[O:6][CH2:5]1. (2) Given the reactants [CH3:1][C:2]1[CH:7]=[C:6]([CH3:8])[CH:5]=[CH:4][C:3]=1[C:9]1[C:10]2[C:19](C)=[CH:18][N:17](COCC[Si](C)(C)C)[C:11]=2[N:12]=[C:13]([S:15][CH3:16])[N:14]=1.[F-].[CH2:30]([N+](CCCC)(CCCC)CCCC)CCC, predict the reaction product. The product is: [CH3:1][C:2]1[CH:7]=[C:6]([CH3:8])[CH:5]=[CH:4][C:3]=1[C:9]1[C:10]2[CH:19]=[C:18]([CH3:30])[NH:17][C:11]=2[N:12]=[C:13]([S:15][CH3:16])[N:14]=1.